From a dataset of NCI-60 drug combinations with 297,098 pairs across 59 cell lines. Regression. Given two drug SMILES strings and cell line genomic features, predict the synergy score measuring deviation from expected non-interaction effect. (1) Drug 1: C1=NC2=C(N=C(N=C2N1C3C(C(C(O3)CO)O)O)F)N. Drug 2: CC1=C(C(CCC1)(C)C)C=CC(=CC=CC(=CC(=O)O)C)C. Cell line: SN12C. Synergy scores: CSS=23.4, Synergy_ZIP=-8.32, Synergy_Bliss=-4.37, Synergy_Loewe=-3.09, Synergy_HSA=-2.97. (2) Drug 1: C1CN1C2=NC(=NC(=N2)N3CC3)N4CC4. Drug 2: C1=NC2=C(N1)C(=S)N=CN2. Cell line: HCT-15. Synergy scores: CSS=28.4, Synergy_ZIP=-6.05, Synergy_Bliss=-0.467, Synergy_Loewe=-3.76, Synergy_HSA=1.71. (3) Drug 1: CC12CCC(CC1=CCC3C2CCC4(C3CC=C4C5=CN=CC=C5)C)O. Drug 2: CCC1(C2=C(COC1=O)C(=O)N3CC4=CC5=C(C=CC(=C5CN(C)C)O)N=C4C3=C2)O.Cl. Cell line: T-47D. Synergy scores: CSS=18.2, Synergy_ZIP=-6.63, Synergy_Bliss=1.90, Synergy_Loewe=-7.81, Synergy_HSA=0.932. (4) Drug 2: CC1=C(C(=CC=C1)Cl)NC(=O)C2=CN=C(S2)NC3=CC(=NC(=N3)C)N4CCN(CC4)CCO. Cell line: SN12C. Synergy scores: CSS=34.7, Synergy_ZIP=-5.93, Synergy_Bliss=0.813, Synergy_Loewe=3.63, Synergy_HSA=4.41. Drug 1: CC1C(C(CC(O1)OC2CC(CC3=C2C(=C4C(=C3O)C(=O)C5=C(C4=O)C(=CC=C5)OC)O)(C(=O)C)O)N)O.Cl. (5) Drug 1: C1CCC(C1)C(CC#N)N2C=C(C=N2)C3=C4C=CNC4=NC=N3. Drug 2: CC1C(C(CC(O1)OC2CC(CC3=C2C(=C4C(=C3O)C(=O)C5=CC=CC=C5C4=O)O)(C(=O)C)O)N)O. Cell line: ACHN. Synergy scores: CSS=54.9, Synergy_ZIP=0.713, Synergy_Bliss=1.83, Synergy_Loewe=-31.1, Synergy_HSA=1.82. (6) Drug 1: CCCS(=O)(=O)NC1=C(C(=C(C=C1)F)C(=O)C2=CNC3=C2C=C(C=N3)C4=CC=C(C=C4)Cl)F. Synergy scores: CSS=26.6, Synergy_ZIP=0.654, Synergy_Bliss=-1.39, Synergy_Loewe=-6.63, Synergy_HSA=-3.90. Cell line: SK-MEL-2. Drug 2: C1=C(C(=O)NC(=O)N1)F. (7) Synergy scores: CSS=64.2, Synergy_ZIP=14.0, Synergy_Bliss=15.9, Synergy_Loewe=-9.91, Synergy_HSA=16.7. Drug 2: CCC1=CC2CC(C3=C(CN(C2)C1)C4=CC=CC=C4N3)(C5=C(C=C6C(=C5)C78CCN9C7C(C=CC9)(C(C(C8N6C)(C(=O)OC)O)OC(=O)C)CC)OC)C(=O)OC.C(C(C(=O)O)O)(C(=O)O)O. Drug 1: CS(=O)(=O)C1=CC(=C(C=C1)C(=O)NC2=CC(=C(C=C2)Cl)C3=CC=CC=N3)Cl. Cell line: NCI-H460. (8) Drug 1: CC1=C2C(C(=O)C3(C(CC4C(C3C(C(C2(C)C)(CC1OC(=O)C(C(C5=CC=CC=C5)NC(=O)C6=CC=CC=C6)O)O)OC(=O)C7=CC=CC=C7)(CO4)OC(=O)C)O)C)OC(=O)C. Drug 2: CC(C)(C#N)C1=CC(=CC(=C1)CN2C=NC=N2)C(C)(C)C#N. Cell line: NCI-H226. Synergy scores: CSS=2.18, Synergy_ZIP=-0.110, Synergy_Bliss=2.65, Synergy_Loewe=0.321, Synergy_HSA=1.42.